Task: Predict the product of the given reaction.. Dataset: Forward reaction prediction with 1.9M reactions from USPTO patents (1976-2016) (1) Given the reactants [C:1]([O:5][C:6]([NH:8][CH2:9][C:10]1[C:11]([CH2:35][CH:36]([CH3:38])[CH3:37])=[N:12][C:13]2[C:18]([C:19]=1[C:20]1[CH:25]=[CH:24][C:23]([CH3:26])=[CH:22][CH:21]=1)=[CH:17][C:16]([C:27]1[S:28][CH:29]=[C:30]([C:32]([OH:34])=[O:33])[N:31]=1)=[CH:15][CH:14]=2)=[O:7])([CH3:4])([CH3:3])[CH3:2].[CH:39](O)([CH3:41])[CH3:40].C1CCN(C(/N=N/C(N2CCCCC2)=O)=O)CC1, predict the reaction product. The product is: [C:1]([O:5][C:6]([NH:8][CH2:9][C:10]1[C:11]([CH2:35][CH:36]([CH3:38])[CH3:37])=[N:12][C:13]2[C:18]([C:19]=1[C:20]1[CH:25]=[CH:24][C:23]([CH3:26])=[CH:22][CH:21]=1)=[CH:17][C:16]([C:27]1[S:28][CH:29]=[C:30]([C:32]([O:34][CH:39]([CH3:41])[CH3:40])=[O:33])[N:31]=1)=[CH:15][CH:14]=2)=[O:7])([CH3:3])([CH3:2])[CH3:4]. (2) Given the reactants [OH:1][C:2]1[CH:3]=[C:4]2[C:17](=[CH:18][CH:19]=1)[C:16]1[C:7](=[C:8]3[C:13](=[CH:14][CH:15]=1)[NH:12][C:11]([CH3:21])([CH3:20])[CH:10]=[C:9]3[CH3:22])[C:6](=[O:23])[O:5]2.O1CCCC1.C(N(CC)CC)C.[C:36](Cl)(=[O:43])[C:37]1[CH:42]=[CH:41][CH:40]=[CH:39][CH:38]=1, predict the reaction product. The product is: [C:36]([O:1][C:2]1[CH:3]=[C:4]2[C:17](=[CH:18][CH:19]=1)[C:16]1[C:7](=[C:8]3[C:13](=[CH:14][CH:15]=1)[NH:12][C:11]([CH3:20])([CH3:21])[CH:10]=[C:9]3[CH3:22])[C:6](=[O:23])[O:5]2)(=[O:43])[C:37]1[CH:42]=[CH:41][CH:40]=[CH:39][CH:38]=1.